Predict the reaction yield, written as a fraction of the theoretical maximum amount of product (1.0 means a 100% yield; for example, 0.34 means a 34% yield). From a dataset of Reaction yield outcomes from USPTO patents with 853,638 reactions. (1) The reactants are Cl.[NH2:2][OH:3].[Cl:4][C:5]1[CH:6]=[C:7]([C@@H:15]([CH2:26][CH:27]2[CH2:32][CH2:31][C:30](=O)[CH2:29][CH2:28]2)[C:16]([NH:18][C:19]2[CH:24]=[CH:23][C:22]([Cl:25])=[CH:21][N:20]=2)=[O:17])[CH:8]=[CH:9][C:10]=1[S:11]([CH3:14])(=[O:13])=[O:12]. The product is [Cl:4][C:5]1[CH:6]=[C:7]([C@@H:15]([CH2:26][CH:27]2[CH2:32][CH2:31][C:30](=[N:2][OH:3])[CH2:29][CH2:28]2)[C:16]([NH:18][C:19]2[CH:24]=[CH:23][C:22]([Cl:25])=[CH:21][N:20]=2)=[O:17])[CH:8]=[CH:9][C:10]=1[S:11]([CH3:14])(=[O:13])=[O:12]. The yield is 0.900. The catalyst is CO.N1C(C)=CC=CC=1C. (2) The reactants are [CH3:1][N:2]1[CH:6]=[CH:5][CH:4]=[N:3]1.C([Li])CCC.[B:12](OC(C)C)([O:17]C(C)C)[O:13]C(C)C.Cl. The catalyst is O1CCCC1. The product is [CH3:1][N:2]1[C:6]([B:12]([OH:17])[OH:13])=[CH:5][CH:4]=[N:3]1. The yield is 0.330. (3) The reactants are Br[C:2]1[CH:3]=[CH:4][C:5]([O:10][CH:11]([CH3:13])[CH3:12])=[C:6]([CH:9]=1)[C:7]#[N:8].[CH3:14][C:15]1([CH3:31])[C:19]([CH3:21])([CH3:20])[O:18][B:17]([B:17]2[O:18][C:19]([CH3:21])([CH3:20])[C:15]([CH3:31])([CH3:14])[O:16]2)[O:16]1.C([O-])(=O)C.[K+].C(Cl)Cl. The catalyst is O1CCOCC1. The product is [CH:11]([O:10][C:5]1[CH:4]=[CH:3][C:2]([B:17]2[O:18][C:19]([CH3:21])([CH3:20])[C:15]([CH3:31])([CH3:14])[O:16]2)=[CH:9][C:6]=1[C:7]#[N:8])([CH3:13])[CH3:12]. The yield is 0.130.